The task is: Predict the reaction yield, written as a fraction of the theoretical maximum amount of product (1.0 means a 100% yield; for example, 0.34 means a 34% yield).. This data is from Reaction yield outcomes from USPTO patents with 853,638 reactions. (1) The reactants are CS(C)=O.C(Cl)(=O)C(Cl)=O.[OH:11][CH2:12][CH:13]1[CH2:18][CH2:17][N:16]([C:19]([O:21][C:22]([CH3:25])([CH3:24])[CH3:23])=[O:20])[CH2:15][CH2:14]1.CCN(CC)CC. The catalyst is C(Cl)Cl. The product is [CH:12]([CH:13]1[CH2:18][CH2:17][N:16]([C:19]([O:21][C:22]([CH3:25])([CH3:24])[CH3:23])=[O:20])[CH2:15][CH2:14]1)=[O:11]. The yield is 0.950. (2) The reactants are [Si]([O:8][CH:9]1[C:17]2[C:12](=[C:13]([C:18]3[S:22][C:21]([C:23]4[CH:24]=[CH:25][C:26]([O:31][CH:32]([CH3:34])[CH3:33])=[C:27]([CH:30]=4)[C:28]#[N:29])=[CH:20][CH:19]=3)[CH:14]=[CH:15][CH:16]=2)[CH2:11][CH2:10]1)(C(C)(C)C)(C)C.Cl. The catalyst is O1CCOCC1. The product is [OH:8][CH:9]1[C:17]2[C:12](=[C:13]([C:18]3[S:22][C:21]([C:23]4[CH:24]=[CH:25][C:26]([O:31][CH:32]([CH3:34])[CH3:33])=[C:27]([CH:30]=4)[C:28]#[N:29])=[CH:20][CH:19]=3)[CH:14]=[CH:15][CH:16]=2)[CH2:11][CH2:10]1. The yield is 0.400. (3) The reactants are [OH-].[Li+].[Br:3][C:4]1[N:5]([C:18]2[C:27]3[C:22](=[CH:23][CH:24]=[CH:25][CH:26]=3)[C:21]([CH:28]3[CH2:30][CH2:29]3)=[CH:20][CH:19]=2)[C:6]([S:9][C:10]([CH3:17])([CH3:16])[C:11]([O:13]CC)=[O:12])=[N:7][N:8]=1. The catalyst is C1COCC1.CO. The product is [Br:3][C:4]1[N:5]([C:18]2[C:27]3[C:22](=[CH:23][CH:24]=[CH:25][CH:26]=3)[C:21]([CH:28]3[CH2:30][CH2:29]3)=[CH:20][CH:19]=2)[C:6]([S:9][C:10]([CH3:17])([CH3:16])[C:11]([OH:13])=[O:12])=[N:7][N:8]=1. The yield is 0.760. (4) The reactants are [CH2:1]([O:8][C:9](=[O:26])[NH:10][CH2:11][CH2:12][CH2:13][CH2:14][CH2:15][C:16]([N:18]1[CH2:22][CH:21]([OH:23])[CH2:20][CH:19]1[CH2:24][OH:25])=O)[C:2]1[CH:7]=[CH:6][CH:5]=[CH:4][CH:3]=1.B.C1COCC1. The catalyst is C1COCC1. The product is [CH2:1]([O:8][C:9](=[O:26])[NH:10][CH2:11][CH2:12][CH2:13][CH2:14][CH2:15][CH2:16][N:18]1[CH2:22][CH:21]([OH:23])[CH2:20][CH:19]1[CH2:24][OH:25])[C:2]1[CH:7]=[CH:6][CH:5]=[CH:4][CH:3]=1. The yield is 0.920. (5) The reactants are [Br:1][C:2]1[CH:7]=[CH:6][C:5]([O:8][CH2:9][CH:10](OCC)OCC)=[CH:4][C:3]=1[F:17]. The catalyst is C1(C)C=CC=CC=1. The product is [Br:1][C:2]1[CH:7]=[CH:6][C:5]2[O:8][CH:9]=[CH:10][C:4]=2[C:3]=1[F:17]. The yield is 0.603. (6) The catalyst is CC(N(C)C)=O.CS(C)=O.O. The product is [C:1]([C:3]1[CH:8]=[CH:7][C:6]([C:9]2[CH:10]=[N:11][N:12]([C:16]3[CH:29]=[CH:28][C:19]([C:20]([NH:22][CH2:23][CH2:24][CH2:25][O:26][CH3:27])=[O:21])=[CH:18][N:17]=3)[C:13]=2[OH:14])=[CH:5][C:4]=1[CH3:30])#[N:2]. The reactants are [C:1]([C:3]1[CH:8]=[CH:7][C:6]([C:9]2[CH:10]=[N:11][N:12]([C:16]3[CH:29]=[CH:28][C:19]([C:20]([NH:22][CH2:23][CH2:24][CH2:25][O:26][CH3:27])=[O:21])=[CH:18][N:17]=3)[C:13]=2[O:14]C)=[CH:5][C:4]=1[CH3:30])#[N:2].[Cl-].[Li+].C(#N)C. The yield is 0.265. (7) The reactants are [CH2:1]([O:8][C:9]1[CH:10]=[CH:11][C:12]([I:17])=[C:13]([CH:16]=1)[CH2:14][OH:15])[C:2]1[CH:7]=[CH:6][CH:5]=[CH:4][CH:3]=1.[C:18](OC(=O)C)(=[O:20])[CH3:19]. The catalyst is ClCCl.CN(C)C1C=CN=CC=1. The product is [CH2:1]([O:8][C:9]1[CH:10]=[CH:11][C:12]([I:17])=[C:13]([CH:16]=1)[CH2:14][O:15][C:18](=[O:20])[CH3:19])[C:2]1[CH:3]=[CH:4][CH:5]=[CH:6][CH:7]=1. The yield is 1.00.